The task is: Predict the reactants needed to synthesize the given product.. This data is from Full USPTO retrosynthesis dataset with 1.9M reactions from patents (1976-2016). (1) Given the product [C:8]([C:12]1[CH:13]=[C:14]([NH:30][S:31]([CH3:34])(=[O:32])=[O:33])[C:15]([O:28][CH3:29])=[C:16]([NH:18][C:19](=[O:27])[NH:35][C:36]2[C:45]3[C:40](=[CH:41][CH:42]=[CH:43][CH:44]=3)[C:39]([O:46][C:47]3[CH:52]=[CH:51][N:50]=[C:49]([NH:53][C:54]4[CH:55]=[C:56]([CH:82]=[C:83]([O:85][CH3:86])[CH:84]=4)[C:57]([NH:59][CH2:60][CH2:61][O:62][CH2:63][CH2:64][O:65][CH2:66][CH2:67][O:68][CH2:69][CH2:70][O:71][CH2:72][CH2:73][O:74][CH2:75][CH2:76][O:77][CH2:78][CH2:79][O:80][CH3:81])=[O:58])[N:48]=3)=[CH:38][CH:37]=2)[CH:17]=1)([CH3:9])([CH3:10])[CH3:11], predict the reactants needed to synthesize it. The reactants are: C(N(CC)CC)C.[C:8]([C:12]1[CH:13]=[C:14]([NH:30][S:31]([CH3:34])(=[O:33])=[O:32])[C:15]([O:28][CH3:29])=[C:16]([NH:18][C:19](=[O:27])OC2C=CC=CC=2)[CH:17]=1)([CH3:11])([CH3:10])[CH3:9].[NH2:35][C:36]1[C:45]2[C:40](=[CH:41][CH:42]=[CH:43][CH:44]=2)[C:39]([O:46][C:47]2[CH:52]=[CH:51][N:50]=[C:49]([NH:53][C:54]3[CH:55]=[C:56]([CH:82]=[C:83]([O:85][CH3:86])[CH:84]=3)[C:57]([NH:59][CH2:60][CH2:61][O:62][CH2:63][CH2:64][O:65][CH2:66][CH2:67][O:68][CH2:69][CH2:70][O:71][CH2:72][CH2:73][O:74][CH2:75][CH2:76][O:77][CH2:78][CH2:79][O:80][CH3:81])=[O:58])[N:48]=2)=[CH:38][CH:37]=1. (2) Given the product [Cl:1][C:2]1[CH:31]=[CH:30][C:5]([CH2:6][N:7]2[C:15]3[C:10](=[CH:11][C:12](/[CH:16]=[C:17]4/[C:18](=[O:29])[N:19]([CH2:23][C@H:24]5[CH2:28][CH2:27][CH2:26][N:25]5[CH2:37][C:38]([NH2:40])=[O:39])[C:20](=[O:22])[S:21]/4)=[CH:13][CH:14]=3)[CH:9]=[N:8]2)=[C:4]([C:32]([F:35])([F:33])[F:34])[CH:3]=1, predict the reactants needed to synthesize it. The reactants are: [Cl:1][C:2]1[CH:31]=[CH:30][C:5]([CH2:6][N:7]2[C:15]3[C:10](=[CH:11][C:12](/[CH:16]=[C:17]4/[C:18](=[O:29])[N:19]([CH2:23][C@H:24]5[CH2:28][CH2:27][CH2:26][NH:25]5)[C:20](=[O:22])[S:21]/4)=[CH:13][CH:14]=3)[CH:9]=[N:8]2)=[C:4]([C:32]([F:35])([F:34])[F:33])[CH:3]=1.Br[CH2:37][C:38]([NH2:40])=[O:39]. (3) Given the product [O:24]=[C:18]1[C:17]2[CH:25]=[CH:26][CH:27]=[CH:28][C:16]=2[C:15]2[C:20](=[N:21][CH:22]=[CH:23][C:14]=2[NH:13][CH:11]2[CH2:10][N:9]([CH2:1][C:37]([NH:39][C:40]3[CH:45]=[CH:44][CH:43]=[CH:42][CH:41]=3)=[O:38])[CH2:12]2)[NH:19]1, predict the reactants needed to synthesize it. The reactants are: [C:1]([N:9]1[CH2:12][CH:11]([NH:13][C:14]2[CH:23]=[CH:22][N:21]=[C:20]3[C:15]=2[C:16]2[CH:28]=[CH:27][CH:26]=[CH:25][C:17]=2[C:18](=[O:24])[NH:19]3)[CH2:10]1)(=O)C1C=CC=CC=1.C([O-])([O-])=O.[K+].[K+].ClC[C:37]([NH:39][C:40]1[CH:45]=[CH:44][CH:43]=[CH:42][CH:41]=1)=[O:38].